From a dataset of Reaction yield outcomes from USPTO patents with 853,638 reactions. Predict the reaction yield, written as a fraction of the theoretical maximum amount of product (1.0 means a 100% yield; for example, 0.34 means a 34% yield). (1) The reactants are Cl.[CH3:2][C:3]1([CH2:13][NH2:14])[C:12]2[C:7](=[CH:8][CH:9]=[CH:10][CH:11]=2)[CH2:6][CH2:5][CH2:4]1.F[C:16]1[CH:24]=[N:23][CH:22]=[CH:21][C:17]=1[C:18]([OH:20])=[O:19]. No catalyst specified. The product is [CH3:2][C:3]1([CH2:13][NH:14][C:21]2[CH:22]=[N:23][CH:24]=[CH:16][C:17]=2[C:18]([OH:20])=[O:19])[C:12]2[C:7](=[CH:8][CH:9]=[CH:10][CH:11]=2)[CH2:6][CH2:5][CH2:4]1. The yield is 0.0800. (2) The product is [Br:1][C:2]1[CH:3]=[C:4]([C:5]2[N:22]=[C:21]([C:20]3[CH:19]=[C:18]([C:12]4[CH:17]=[CH:16][CH:15]=[CH:14][CH:13]=4)[CH:25]=[CH:24][CH:23]=3)[N:32]=[C:21]([C:20]3[CH:19]=[C:18]([C:12]4[CH:13]=[CH:14][CH:15]=[CH:16][CH:17]=4)[CH:25]=[CH:24][CH:23]=3)[N:22]=2)[CH:8]=[C:9]([Br:11])[CH:10]=1. The catalyst is C(Cl)(Cl)Cl. The yield is 0.320. The reactants are [Br:1][C:2]1[CH:3]=[C:4]([CH:8]=[C:9]([Br:11])[CH:10]=1)[C:5](Cl)=O.[C:12]1([C:18]2[CH:19]=[C:20]([CH:23]=[CH:24][CH:25]=2)[C:21]#[N:22])[CH:17]=[CH:16][CH:15]=[CH:14][CH:13]=1.[Sb](Cl)(Cl)(Cl)(Cl)Cl.[NH3:32].